Dataset: Full USPTO retrosynthesis dataset with 1.9M reactions from patents (1976-2016). Task: Predict the reactants needed to synthesize the given product. (1) Given the product [NH2:2][C:3]1[N:8]=[CH:7][C:6]([O:9][CH2:11][C:12]([CH3:15])([OH:14])[CH3:13])=[CH:5][CH:4]=1, predict the reactants needed to synthesize it. The reactants are: Br.[NH2:2][C:3]1[N:8]=[CH:7][C:6]([OH:9])=[CH:5][CH:4]=1.Cl[CH2:11][C:12]([CH3:15])([OH:14])[CH3:13].C(=O)([O-])[O-].[Cs+].[Cs+]. (2) Given the product [C:11]1([C:2]2[CH2:3][C:4]3[C:9]([CH:1]=2)=[CH:8][CH:7]=[CH:6][CH:5]=3)[CH:16]=[CH:15][CH:14]=[CH:13][CH:12]=1, predict the reactants needed to synthesize it. The reactants are: [CH2:1]1[C:9]2[C:4](=[CH:5][CH:6]=[CH:7][CH:8]=2)[CH2:3][C:2]1=O.[C:11]1([Mg]Br)[CH:16]=[CH:15][CH:14]=[CH:13][CH:12]=1.O.Cl. (3) Given the product [OH:21][CH2:20][CH2:19][N:22]1[C:8](=[O:18])[C:9]2[C:10](=[CH:14][CH:15]=[CH:16][CH:17]=2)[C:11]1=[O:13], predict the reactants needed to synthesize it. The reactants are: C1(C)C=CC=CC=1.[C:8]1(=[O:18])[O:13][C:11](=O)[C:10]2=[CH:14][CH:15]=[CH:16][CH:17]=[C:9]12.[CH2:19]([NH2:22])[CH2:20][OH:21]. (4) Given the product [Cl:1][C:2]1[CH:3]=[C:4]([N:8]2[N:12]=[N:11][C:10]([CH:13]([S:40][C:30]3[N:29]([CH:26]4[CH2:28][CH2:27]4)[C:33]([C:34]4[CH:35]=[CH:36][N:37]=[CH:38][CH:39]=4)=[N:32][N:31]=3)[CH3:14])=[N:9]2)[CH:5]=[CH:6][CH:7]=1, predict the reactants needed to synthesize it. The reactants are: [Cl:1][C:2]1[CH:3]=[C:4]([N:8]2[N:12]=[N:11][C:10]([CH:13](OS(C)(=O)=O)[CH3:14])=[N:9]2)[CH:5]=[CH:6][CH:7]=1.C(=O)([O-])[O-].[K+].[K+].[CH:26]1([N:29]2[C:33]([C:34]3[CH:39]=[CH:38][N:37]=[CH:36][CH:35]=3)=[N:32][NH:31][C:30]2=[S:40])[CH2:28][CH2:27]1. (5) Given the product [Br:1][C:2]1[CH:7]=[N:6][C:5]2=[N:8][C:15]([OH:16])=[C:14]([OH:13])[N:9]=[C:4]2[C:3]=1[CH3:10], predict the reactants needed to synthesize it. The reactants are: [Br:1][C:2]1[C:3]([CH3:10])=[C:4]([NH2:9])[C:5]([NH2:8])=[N:6][CH:7]=1.C([O:13][C:14](=O)[C:15](OCC)=[O:16])C. (6) Given the product [C:17]([C:16]1[CH:19]=[CH:20][C:13]([NH:12][C:5](=[O:6])[C:4]2[CH:8]=[CH:9][C:10]([CH3:11])=[C:2]([I:1])[CH:3]=2)=[CH:14][C:15]=1[C:21]([F:22])([F:23])[F:24])#[N:18], predict the reactants needed to synthesize it. The reactants are: [I:1][C:2]1[CH:3]=[C:4]([CH:8]=[CH:9][C:10]=1[CH3:11])[C:5](Cl)=[O:6].[NH2:12][C:13]1[CH:20]=[CH:19][C:16]([C:17]#[N:18])=[C:15]([C:21]([F:24])([F:23])[F:22])[CH:14]=1.C(N(CC)CC)C. (7) Given the product [Cl:54][C:37]1[N:38]=[C:39]([C@@H:41]2[CH2:45][C@H:44]([CH3:46])[CH2:43][NH:42]2)[NH:40][C:36]=1[C:31]1[CH:30]=[CH:29][C:28]2[C:33](=[CH:34][CH:35]=[C:26]([C:23]3[CH:22]=[CH:21][C:20]([C:17]4[NH:16][C:15]([C@@H:10]5[CH2:11][C@H:12]([CH3:14])[CH2:13][NH:9]5)=[N:19][CH:18]=4)=[CH:25][CH:24]=3)[CH:27]=2)[CH:32]=1, predict the reactants needed to synthesize it. The reactants are: Cl.C(OC([N:9]1[CH2:13][C@@H:12]([CH3:14])[CH2:11][C@H:10]1[C:15]1[NH:16][C:17]([C:20]2[CH:25]=[CH:24][C:23]([C:26]3[CH:27]=[C:28]4[C:33](=[CH:34][CH:35]=3)[CH:32]=[C:31]([C:36]3[NH:40][C:39]([C@@H:41]5[CH2:45][C@H:44]([CH3:46])[CH2:43][N:42]5C(OC(C)(C)C)=O)=[N:38][C:37]=3[Cl:54])[CH:30]=[CH:29]4)=[CH:22][CH:21]=2)=[CH:18][N:19]=1)=O)(C)(C)C.